This data is from Forward reaction prediction with 1.9M reactions from USPTO patents (1976-2016). The task is: Predict the product of the given reaction. (1) Given the reactants [CH:1](=[O:5])[CH:2]([CH3:4])[CH3:3].[C:6](#[N:9])[CH:7]=[CH2:8].[OH-].[Na+], predict the reaction product. The product is: [CH3:3][C:2]([CH3:4])([CH:1]=[O:5])[CH2:8][CH2:7][C:6]#[N:9]. (2) Given the reactants [Br:1][C:2]1[C:14]2[C:13]3[C:8](=[CH:9][C:10]([C:15]([O:17][CH2:18][CH3:19])=[O:16])=[CH:11][CH:12]=3)[NH:7][C:6]=2[C:5]([C:20](O)=[O:21])=[CH:4][C:3]=1[CH3:23].C(Cl)CCl.C1C=CC2N(O)N=[N:34]C=2C=1.[OH-].[NH4+], predict the reaction product. The product is: [Br:1][C:2]1[C:3]([CH3:23])=[CH:4][C:5]([C:20](=[O:21])[NH2:34])=[C:6]2[C:14]=1[C:13]1[CH:12]=[CH:11][C:10]([C:15]([O:17][CH2:18][CH3:19])=[O:16])=[CH:9][C:8]=1[NH:7]2. (3) Given the reactants ClC1C=CC([C@@H](C2C=CN(C)N=2)N)=CC=1F.[F:17][C:18]1[CH:19]=[C:20]([CH:26]([C:28]2[CH:32]=[N:31][N:30]([CH3:33])[N:29]=2)[NH2:27])[CH:21]=[CH:22][C:23]=1[O:24][CH3:25].[F:34][C:35]1[CH:44]=[C:43]([C:45](N[C@@H](C2C=CC(OC)=C(F)C=2)C2C=NN(C)C=2)=[O:46])[CH:42]=[C:41]2[C:36]=1[CH:37]=[N:38][C:39]([NH:64][C@H:65]1[CH2:70][CH2:69][O:68][CH2:67][C@H:66]1F)=[N:40]2.FC1C=C(C(N)=O)C=C2C=1C=NC(N[C@H]1CCOC[C@H]1F)=N2.F[C@H]1[C@@H](N)CCOC1, predict the reaction product. The product is: [F:34][C:35]1[CH:44]=[C:43]([C:45]([NH:27][C@@H:26]([C:20]2[CH:21]=[CH:22][C:23]([O:24][CH3:25])=[C:18]([F:17])[CH:19]=2)[C:28]2[CH:32]=[N:31][N:30]([CH3:33])[N:29]=2)=[O:46])[CH:42]=[C:41]2[C:36]=1[CH:37]=[N:38][C:39]([NH:64][CH:65]1[CH2:66][CH2:67][O:68][CH2:69][CH2:70]1)=[N:40]2. (4) Given the reactants [Cl:1][C:2]1[N:7]=[C:6](Cl)[CH:5]=[CH:4][N:3]=1.[C:9]1([C:21]2[CH:26]=[CH:25][CH:24]=[CH:23][CH:22]=2)[CH:14]=[CH:13][C:12]([C@H:15]2[CH2:19][O:18][C:17](=[O:20])[NH:16]2)=[CH:11][CH:10]=1.[H-].[Na+].O, predict the reaction product. The product is: [C:9]1([C:21]2[CH:26]=[CH:25][CH:24]=[CH:23][CH:22]=2)[CH:14]=[CH:13][C:12]([C@H:15]2[CH2:19][O:18][C:17](=[O:20])[N:16]2[C:6]2[CH:5]=[CH:4][N:3]=[C:2]([Cl:1])[N:7]=2)=[CH:11][CH:10]=1. (5) Given the reactants [N:1]1[C:5]2[CH:6]=[CH:7][CH:8]=[CH:9][C:4]=2[NH:3][CH:2]=1.[C:10]([N:14]1[CH2:19][CH2:18][N:17]([CH2:20][C:21]2[N:22]([CH3:37])[C:23]3[C:28]([N:29]=2)=[C:27]([N:30]2[CH2:35][CH2:34][O:33][CH2:32][CH2:31]2)[N:26]=[C:25](Cl)[N:24]=3)[CH2:16][CH2:15]1)([CH3:13])([CH3:12])[CH3:11].[F:38][CH:39]([F:43])[C:40](O)=O, predict the reaction product. The product is: [C:10]([N:14]1[CH2:19][CH2:18][N:17]([CH2:20][C:21]2[N:22]([CH3:37])[C:23]3[C:28]([N:29]=2)=[C:27]([N:30]2[CH2:35][CH2:34][O:33][CH2:32][CH2:31]2)[N:26]=[C:25]([N:1]2[C:5]4[CH:6]=[CH:7][CH:8]=[CH:9][C:4]=4[N:3]=[C:2]2[C:39]([F:43])([F:38])[CH3:40])[N:24]=3)[CH2:16][CH2:15]1)([CH3:13])([CH3:12])[CH3:11].